Dataset: NCI-60 drug combinations with 297,098 pairs across 59 cell lines. Task: Regression. Given two drug SMILES strings and cell line genomic features, predict the synergy score measuring deviation from expected non-interaction effect. (1) Drug 1: C1CC(=O)NC(=O)C1N2CC3=C(C2=O)C=CC=C3N. Drug 2: CC1=C(C=C(C=C1)C(=O)NC2=CC(=CC(=C2)C(F)(F)F)N3C=C(N=C3)C)NC4=NC=CC(=N4)C5=CN=CC=C5. Cell line: MDA-MB-435. Synergy scores: CSS=2.89, Synergy_ZIP=0.697, Synergy_Bliss=4.40, Synergy_Loewe=1.92, Synergy_HSA=1.10. (2) Drug 1: C1=CN(C(=O)N=C1N)C2C(C(C(O2)CO)O)O.Cl. Drug 2: CCC1(C2=C(COC1=O)C(=O)N3CC4=CC5=C(C=CC(=C5CN(C)C)O)N=C4C3=C2)O.Cl. Cell line: RPMI-8226. Synergy scores: CSS=15.2, Synergy_ZIP=-10.4, Synergy_Bliss=-1.79, Synergy_Loewe=-17.1, Synergy_HSA=-3.44. (3) Drug 1: CC1=C(N=C(N=C1N)C(CC(=O)N)NCC(C(=O)N)N)C(=O)NC(C(C2=CN=CN2)OC3C(C(C(C(O3)CO)O)O)OC4C(C(C(C(O4)CO)O)OC(=O)N)O)C(=O)NC(C)C(C(C)C(=O)NC(C(C)O)C(=O)NCCC5=NC(=CS5)C6=NC(=CS6)C(=O)NCCC[S+](C)C)O. Drug 2: CC(C)(C#N)C1=CC(=CC(=C1)CN2C=NC=N2)C(C)(C)C#N. Cell line: RPMI-8226. Synergy scores: CSS=8.48, Synergy_ZIP=-4.60, Synergy_Bliss=-0.188, Synergy_Loewe=2.26, Synergy_HSA=2.54. (4) Drug 1: C1=C(C(=O)NC(=O)N1)F. Drug 2: CC1=C(N=C(N=C1N)C(CC(=O)N)NCC(C(=O)N)N)C(=O)NC(C(C2=CN=CN2)OC3C(C(C(C(O3)CO)O)O)OC4C(C(C(C(O4)CO)O)OC(=O)N)O)C(=O)NC(C)C(C(C)C(=O)NC(C(C)O)C(=O)NCCC5=NC(=CS5)C6=NC(=CS6)C(=O)NCCC[S+](C)C)O. Cell line: CAKI-1. Synergy scores: CSS=48.6, Synergy_ZIP=-2.57, Synergy_Bliss=-3.18, Synergy_Loewe=1.04, Synergy_HSA=2.93.